From a dataset of Forward reaction prediction with 1.9M reactions from USPTO patents (1976-2016). Predict the product of the given reaction. (1) Given the reactants [N+:1]([C:4]1[CH:9]=[CH:8][C:7]([S:10]([N:13]2[CH2:18][CH2:17][O:16][CH2:15][CH2:14]2)(=[O:12])=[O:11])=[CH:6][CH:5]=1)([O-])=O.C1C(=O)N([Br:26])C(=O)C1, predict the reaction product. The product is: [Br:26][C:5]1[CH:6]=[C:7]([S:10]([N:13]2[CH2:18][CH2:17][O:16][CH2:15][CH2:14]2)(=[O:12])=[O:11])[CH:8]=[CH:9][C:4]=1[NH2:1]. (2) Given the reactants [NH2:1][C@H:2]([C@@H:6]([OH:10])[CH:7]([CH3:9])[CH3:8])[C:3]([OH:5])=[O:4].[C:11]([O-:14])(O)=[O:12].[Na+].[C:16]1([CH2:22][CH2:23][CH2:24][CH2:25][CH2:26]C2C(=O)N(C([O-])=O)C=CC=2)[CH:21]=[CH:20][CH:19]=[CH:18][CH:17]=1, predict the reaction product. The product is: [OH:10][C@@H:6]([CH:7]([CH3:9])[CH3:8])[C@@H:2]([NH:1][C:11]([O:14][CH2:26][CH2:25][CH2:24][CH2:23][CH2:22][C:16]1[CH:21]=[CH:20][CH:19]=[CH:18][CH:17]=1)=[O:12])[C:3]([OH:5])=[O:4]. (3) Given the reactants [BH4-].[Na+].[CH3:3][N:4]1[C:8]([CH3:9])=[C:7]([CH:10]=[O:11])[CH:6]=[N:5]1, predict the reaction product. The product is: [CH3:3][N:4]1[C:8]([CH3:9])=[C:7]([CH2:10][OH:11])[CH:6]=[N:5]1. (4) Given the reactants Cl[C:2]1[N:7]=[C:6]([Cl:8])[N:5]=[C:4]([O:9][CH2:10][C@H:11]2[CH2:13][C@H:12]2[C:14]#[N:15])[N:3]=1.Cl.[CH3:17][N:18]1[CH:22]=[C:21]([C:23]2[CH:24]=[C:25]([O:30][CH2:31][CH:32]3[CH2:37][CH2:36][NH:35][CH2:34][CH2:33]3)[C:26]([NH2:29])=[N:27][CH:28]=2)[N:20]=[CH:19]1.C(Cl)Cl, predict the reaction product. The product is: [NH2:29][C:26]1[C:25]([O:30][CH2:31][CH:32]2[CH2:37][CH2:36][N:35]([C:2]3[N:7]=[C:6]([Cl:8])[N:5]=[C:4]([O:9][CH2:10][C@H:11]4[CH2:13][C@H:12]4[C:14]#[N:15])[N:3]=3)[CH2:34][CH2:33]2)=[CH:24][C:23]([C:21]2[N:20]=[CH:19][N:18]([CH3:17])[CH:22]=2)=[CH:28][N:27]=1. (5) Given the reactants [C:1]12([C:8]([O:10][CH2:11][C:12]3[CH:17]=[CH:16][CH:15]=[CH:14][CH:13]=3)=[O:9])[O:7][CH:6]1[CH2:5][CH2:4][O:3][CH2:2]2.[Mg+2].[I-:19].[I-], predict the reaction product. The product is: [OH:7][C:1]1([C:8]([O:10][CH2:11][C:12]2[CH:17]=[CH:16][CH:15]=[CH:14][CH:13]=2)=[O:9])[CH:6]([I:19])[CH2:5][CH2:4][O:3][CH2:2]1.